Task: Regression. Given two drug SMILES strings and cell line genomic features, predict the synergy score measuring deviation from expected non-interaction effect.. Dataset: NCI-60 drug combinations with 297,098 pairs across 59 cell lines (1) Drug 1: C1CCC(C(C1)N)N.C(=O)(C(=O)[O-])[O-].[Pt+4]. Drug 2: N.N.Cl[Pt+2]Cl. Cell line: NCI-H460. Synergy scores: CSS=66.3, Synergy_ZIP=4.41, Synergy_Bliss=3.73, Synergy_Loewe=0.0378, Synergy_HSA=5.72. (2) Synergy scores: CSS=-5.18, Synergy_ZIP=3.23, Synergy_Bliss=0.0972, Synergy_Loewe=-4.28, Synergy_HSA=-5.08. Cell line: MDA-MB-231. Drug 1: CNC(=O)C1=CC=CC=C1SC2=CC3=C(C=C2)C(=NN3)C=CC4=CC=CC=N4. Drug 2: CN(C)N=NC1=C(NC=N1)C(=O)N. (3) Cell line: RXF 393. Synergy scores: CSS=8.76, Synergy_ZIP=-1.81, Synergy_Bliss=3.25, Synergy_Loewe=-14.2, Synergy_HSA=2.10. Drug 1: CC1C(C(CC(O1)OC2CC(CC3=C2C(=C4C(=C3O)C(=O)C5=C(C4=O)C(=CC=C5)OC)O)(C(=O)C)O)N)O.Cl. Drug 2: C1CC(=O)NC(=O)C1N2C(=O)C3=CC=CC=C3C2=O. (4) Drug 1: C1CN1P(=S)(N2CC2)N3CC3. Drug 2: CCN(CC)CCNC(=O)C1=C(NC(=C1C)C=C2C3=C(C=CC(=C3)F)NC2=O)C. Cell line: 786-0. Synergy scores: CSS=14.8, Synergy_ZIP=-5.87, Synergy_Bliss=-0.205, Synergy_Loewe=-1.38, Synergy_HSA=1.06. (5) Drug 1: CC(C)(C#N)C1=CC(=CC(=C1)CN2C=NC=N2)C(C)(C)C#N. Drug 2: CC=C1C(=O)NC(C(=O)OC2CC(=O)NC(C(=O)NC(CSSCCC=C2)C(=O)N1)C(C)C)C(C)C. Cell line: UACC62. Synergy scores: CSS=62.7, Synergy_ZIP=-2.26, Synergy_Bliss=-2.96, Synergy_Loewe=-44.3, Synergy_HSA=-3.54. (6) Drug 1: COC1=NC(=NC2=C1N=CN2C3C(C(C(O3)CO)O)O)N. Drug 2: CNC(=O)C1=NC=CC(=C1)OC2=CC=C(C=C2)NC(=O)NC3=CC(=C(C=C3)Cl)C(F)(F)F. Cell line: RXF 393. Synergy scores: CSS=-0.697, Synergy_ZIP=2.34, Synergy_Bliss=1.54, Synergy_Loewe=0.788, Synergy_HSA=-0.669.